From a dataset of NCI-60 drug combinations with 297,098 pairs across 59 cell lines. Regression. Given two drug SMILES strings and cell line genomic features, predict the synergy score measuring deviation from expected non-interaction effect. (1) Drug 1: CC(C1=C(C=CC(=C1Cl)F)Cl)OC2=C(N=CC(=C2)C3=CN(N=C3)C4CCNCC4)N. Drug 2: CC1=C(C=C(C=C1)NC2=NC=CC(=N2)N(C)C3=CC4=NN(C(=C4C=C3)C)C)S(=O)(=O)N.Cl. Cell line: SK-MEL-28. Synergy scores: CSS=5.97, Synergy_ZIP=3.19, Synergy_Bliss=11.3, Synergy_Loewe=3.28, Synergy_HSA=5.94. (2) Synergy scores: CSS=44.5, Synergy_ZIP=-1.56, Synergy_Bliss=-2.16, Synergy_Loewe=-2.20, Synergy_HSA=-0.382. Cell line: PC-3. Drug 2: CC1C(C(CC(O1)OC2CC(CC3=C2C(=C4C(=C3O)C(=O)C5=C(C4=O)C(=CC=C5)OC)O)(C(=O)CO)O)N)O.Cl. Drug 1: CCCCC(=O)OCC(=O)C1(CC(C2=C(C1)C(=C3C(=C2O)C(=O)C4=C(C3=O)C=CC=C4OC)O)OC5CC(C(C(O5)C)O)NC(=O)C(F)(F)F)O. (3) Drug 1: COC1=C(C=C2C(=C1)N=CN=C2NC3=CC(=C(C=C3)F)Cl)OCCCN4CCOCC4. Drug 2: COC1=CC(=CC(=C1O)OC)C2C3C(COC3=O)C(C4=CC5=C(C=C24)OCO5)OC6C(C(C7C(O6)COC(O7)C8=CC=CS8)O)O. Cell line: MDA-MB-231. Synergy scores: CSS=37.6, Synergy_ZIP=-4.51, Synergy_Bliss=-0.679, Synergy_Loewe=1.19, Synergy_HSA=3.25. (4) Drug 1: CCCCC(=O)OCC(=O)C1(CC(C2=C(C1)C(=C3C(=C2O)C(=O)C4=C(C3=O)C=CC=C4OC)O)OC5CC(C(C(O5)C)O)NC(=O)C(F)(F)F)O. Drug 2: C1=CC=C(C=C1)NC(=O)CCCCCCC(=O)NO. Cell line: NCI-H226. Synergy scores: CSS=58.1, Synergy_ZIP=-2.55, Synergy_Bliss=-2.90, Synergy_Loewe=-2.85, Synergy_HSA=-1.60. (5) Cell line: SNB-75. Synergy scores: CSS=0.859, Synergy_ZIP=-1.67, Synergy_Bliss=-2.64, Synergy_Loewe=-3.66, Synergy_HSA=-2.59. Drug 1: CC1=CC=C(C=C1)C2=CC(=NN2C3=CC=C(C=C3)S(=O)(=O)N)C(F)(F)F. Drug 2: C1CNP(=O)(OC1)N(CCCl)CCCl. (6) Drug 1: C1CCN(CC1)CCOC2=CC=C(C=C2)C(=O)C3=C(SC4=C3C=CC(=C4)O)C5=CC=C(C=C5)O. Drug 2: CC1=C(C(CCC1)(C)C)C=CC(=CC=CC(=CC(=O)O)C)C. Cell line: NCI-H460. Synergy scores: CSS=2.08, Synergy_ZIP=-1.60, Synergy_Bliss=-1.78, Synergy_Loewe=-4.51, Synergy_HSA=-4.15.